From a dataset of Forward reaction prediction with 1.9M reactions from USPTO patents (1976-2016). Predict the product of the given reaction. (1) Given the reactants [Si:1]([O:8][CH2:9][C@@H:10]([NH:14][C:15]1[C:24]2[C:19](=[CH:20][CH:21]=[CH:22][CH:23]=2)[N:18]=[CH:17][C:16]=1[N+:25]([O-])=O)[CH:11]([CH3:13])[CH3:12])([C:4]([CH3:7])([CH3:6])[CH3:5])([CH3:3])[CH3:2], predict the reaction product. The product is: [Si:1]([O:8][CH2:9][C@@H:10]([NH:14][C:15]1[C:24]2[C:19](=[CH:20][CH:21]=[CH:22][CH:23]=2)[N:18]=[CH:17][C:16]=1[NH2:25])[CH:11]([CH3:13])[CH3:12])([C:4]([CH3:5])([CH3:6])[CH3:7])([CH3:3])[CH3:2]. (2) Given the reactants [CH3:1][O:2][C:3]1[CH:8]=[CH:7][C:6]([S:9]([N:12]2[CH2:17][CH2:16][N:15]([C:18](=[S:20])[NH2:19])[CH2:14][CH2:13]2)(=[O:11])=[O:10])=[CH:5][CH:4]=1.C([O-])(O)=O.[Na+].Cl[CH2:27][C:28](=O)[CH2:29][C:30]1[CH:31]=[C:32]([CH:35]=[CH:36][CH:37]=1)[C:33]#[N:34].CCCCCC.CCOC(C)=O, predict the reaction product. The product is: [CH3:1][O:2][C:3]1[CH:4]=[CH:5][C:6]([S:9]([N:12]2[CH2:13][CH2:14][N:15]([C:18]3[S:20][CH:27]=[C:28]([CH2:29][C:30]4[CH:31]=[C:32]([CH:35]=[CH:36][CH:37]=4)[C:33]#[N:34])[N:19]=3)[CH2:16][CH2:17]2)(=[O:10])=[O:11])=[CH:7][CH:8]=1. (3) Given the reactants C([O-])([O-])=O.[K+].[K+].[SH:7][C:8]1[N:22]=[CH:21][CH:20]=[CH:19][C:9]=1[C:10]([NH:12][CH2:13][C:14]1[S:15][CH:16]=[CH:17][CH:18]=1)=[O:11].Cl[CH2:24][CH2:25][C:26]([C:28]1[CH:33]=[CH:32][CH:31]=[CH:30][CH:29]=1)=[O:27], predict the reaction product. The product is: [O:27]=[C:26]([C:28]1[CH:33]=[CH:32][CH:31]=[CH:30][CH:29]=1)[CH2:25][CH2:24][S:7][C:8]1[C:9]([C:10]([NH:12][CH2:13][C:14]2[S:15][CH:16]=[CH:17][CH:18]=2)=[O:11])=[CH:19][CH:20]=[CH:21][N:22]=1. (4) Given the reactants [Br-].[Br-].[Br-].[NH+]1C=CC=CC=1.[NH+]1C=CC=CC=1.[NH+]1C=CC=CC=1.[N:22]1[CH:27]=[CH:26][C:25]([C:28]2[CH:36]=[CH:35][CH:34]=[C:33]3[C:29]=2[CH:30]=[CH:31][NH:32]3)=[CH:24][CH:23]=1.[OH2:37], predict the reaction product. The product is: [N:22]1[CH:27]=[CH:26][C:25]([C:28]2[CH:36]=[CH:35][CH:34]=[C:33]3[C:29]=2[CH2:30][C:31](=[O:37])[NH:32]3)=[CH:24][CH:23]=1. (5) Given the reactants [Cl:1][C:2]1[C:7]([Cl:8])=[CH:6][C:5]([C:9](=[O:11])[CH3:10])=[C:4]([OH:12])[CH:3]=1.[I:13]N1C(=O)CCC1=O.BrN1C(=O)CCC1=O, predict the reaction product. The product is: [Cl:1][C:2]1[C:7]([Cl:8])=[CH:6][C:5]([C:9](=[O:11])[CH3:10])=[C:4]([OH:12])[C:3]=1[I:13]. (6) Given the reactants [NH2:1][C:2]1[CH:7]=[C:6]([Cl:8])[CH:5]=[C:4]([Br:9])[C:3]=1[OH:10].C([O-])([O-])=O.[K+].[K+].[CH2:17]([O:19][C:20](=[O:28])[CH:21](Br)[C:22](OCC)=O)[CH3:18], predict the reaction product. The product is: [CH2:17]([O:19][C:20]([CH:21]1[CH2:22][NH:1][C:2]2[CH:7]=[C:6]([Cl:8])[CH:5]=[C:4]([Br:9])[C:3]=2[O:10]1)=[O:28])[CH3:18]. (7) Given the reactants [CH:1]([C@@H:3]1[CH2:8][CH2:7][CH2:6][N:5]([C:9]([O:11][C:12]([CH3:15])([CH3:14])[CH3:13])=[O:10])[CH2:4]1)=O.[N+](=[C:18](P(=O)(OC)OC)C(=O)C)=[N-].C([O-])([O-])=O.[K+].[K+], predict the reaction product. The product is: [C:1]([C@@H:3]1[CH2:8][CH2:7][CH2:6][N:5]([C:9]([O:11][C:12]([CH3:15])([CH3:14])[CH3:13])=[O:10])[CH2:4]1)#[CH:18].